From a dataset of Forward reaction prediction with 1.9M reactions from USPTO patents (1976-2016). Predict the product of the given reaction. (1) Given the reactants [Cl:1][C:2]1[CH:3]=[C:4]([C:12]2[O:16][N:15]=[C:14]([C:17]3[CH:35]=[CH:34][C:20]4[CH2:21][N:22]([CH2:26][C:27]([O:29]C(C)(C)C)=[O:28])[CH2:23][CH2:24][O:25][C:19]=4[CH:18]=3)[N:13]=2)[CH:5]=[CH:6][C:7]=1[O:8][CH:9]([CH3:11])[CH3:10].Cl, predict the reaction product. The product is: [Cl:1][C:2]1[CH:3]=[C:4]([C:12]2[O:16][N:15]=[C:14]([C:17]3[CH:35]=[CH:34][C:20]4[CH2:21][N:22]([CH2:26][C:27]([OH:29])=[O:28])[CH2:23][CH2:24][O:25][C:19]=4[CH:18]=3)[N:13]=2)[CH:5]=[CH:6][C:7]=1[O:8][CH:9]([CH3:11])[CH3:10]. (2) Given the reactants [F:1][C:2]1[CH:7]=[CH:6][CH:5]=[C:4]([F:8])[C:3]=1[C:9]1[CH:21]=[CH:20][C:19]([C:22]([NH2:24])=[O:23])=[C:18]2[C:10]=1[C:11]1[CH2:12][CH2:13][CH:14]([C:25](N(OC)C)=[O:26])[CH2:15][C:16]=1[NH:17]2.[CH3:31][Mg]Br.Cl, predict the reaction product. The product is: [C:25]([CH:14]1[CH2:13][CH2:12][C:11]2[C:10]3[C:18](=[C:19]([C:22]([NH2:24])=[O:23])[CH:20]=[CH:21][C:9]=3[C:3]3[C:2]([F:1])=[CH:7][CH:6]=[CH:5][C:4]=3[F:8])[NH:17][C:16]=2[CH2:15]1)(=[O:26])[CH3:31]. (3) Given the reactants N1C2C(=CC=CC=2)C=[C:2]1[C:10]([O-:12])=[O:11].Cl[CH2:14][C:15]1[CH:20]=[C:19](C(F)(F)F)[CH:18]=[C:17](OCCOC)[CH:16]=1, predict the reaction product. The product is: [CH3:14][CH2:15][O:12][C:10]([CH3:2])=[O:11].[CH3:19][CH2:20][CH2:15][CH2:16][CH2:17][CH3:18]. (4) Given the reactants [CH2:1]([N:8]1[C:13](=[O:14])[C:12]([CH3:15])=[C:11]([CH3:16])[N:10]=[C:9]1[CH:17]([NH:21][CH2:22][C:23](=[O:37])[CH2:24][CH2:25][N:26]1[C:34](=[O:35])[C:33]2[C:28](=[CH:29][CH:30]=[CH:31][CH:32]=2)[C:27]1=[O:36])[CH:18]([CH3:20])[CH3:19])[C:2]1[CH:7]=[CH:6][CH:5]=[CH:4][CH:3]=1.C(N(CC)CC)C.[C:45]1([CH3:54])[CH:50]=[CH:49][C:48]([C:51](Cl)=[O:52])=[CH:47][CH:46]=1, predict the reaction product. The product is: [CH2:1]([N:8]1[C:13](=[O:14])[C:12]([CH3:15])=[C:11]([CH3:16])[N:10]=[C:9]1[CH:17]([N:21]([CH2:22][C:23](=[O:37])[CH2:24][CH2:25][N:26]1[C:34](=[O:35])[C:33]2[C:28](=[CH:29][CH:30]=[CH:31][CH:32]=2)[C:27]1=[O:36])[C:51](=[O:52])[C:48]1[CH:49]=[CH:50][C:45]([CH3:54])=[CH:46][CH:47]=1)[CH:18]([CH3:20])[CH3:19])[C:2]1[CH:3]=[CH:4][CH:5]=[CH:6][CH:7]=1. (5) Given the reactants [CH2:1]([C:5]1[C:6]([CH3:29])=[C:7]([C:10]2[O:14][C:13]([C:15]3[CH:26]=[C:25]([CH3:27])[C:18]([O:19][CH2:20][CH:21]([OH:24])[CH2:22]O)=[C:17]([CH3:28])[CH:16]=3)=[N:12][N:11]=2)[S:8][CH:9]=1)[CH:2]([CH3:4])[CH3:3].CC[N:32](CC)CC.CS(Cl)(=O)=O.N, predict the reaction product. The product is: [NH2:32][CH2:22][CH:21]([OH:24])[CH2:20][O:19][C:18]1[C:25]([CH3:27])=[CH:26][C:15]([C:13]2[O:14][C:10]([C:7]3[S:8][CH:9]=[C:5]([CH2:1][CH:2]([CH3:4])[CH3:3])[C:6]=3[CH3:29])=[N:11][N:12]=2)=[CH:16][C:17]=1[CH3:28]. (6) Given the reactants [C:1]1([CH3:14])[CH:6]=[C:5]([CH3:7])[CH:4]=[C:3]([CH3:8])[C:2]=1[S:9]([O:12][NH2:13])(=[O:11])=[O:10].[C:15](#[N:22])[C:16]1[CH:21]=[CH:20][N:19]=[CH:18][CH:17]=1.C(OCC)C, predict the reaction product. The product is: [CH3:8][C:3]1[CH:4]=[C:5]([CH3:7])[CH:6]=[C:1]([CH3:14])[C:2]=1[S:9]([O-:12])(=[O:11])=[O:10].[NH2:13][N+:19]1[CH:20]=[CH:21][C:16]([C:15]#[N:22])=[CH:17][CH:18]=1. (7) Given the reactants [C:1]([O:5][C:6]([NH:8][CH2:9][CH2:10][CH:11]1[CH2:16][CH2:15][NH:14][CH2:13][CH2:12]1)=[O:7])([CH3:4])([CH3:3])[CH3:2].Cl.Cl[C:19]1[CH:24]=[CH:23][N:22]=[CH:21][CH:20]=1, predict the reaction product. The product is: [C:1]([O:5][C:6]([NH:8][CH2:9][CH2:10][CH:11]1[CH2:12][CH2:13][N:14]([C:19]2[CH:24]=[CH:23][N:22]=[CH:21][CH:20]=2)[CH2:15][CH2:16]1)=[O:7])([CH3:4])([CH3:2])[CH3:3].